The task is: Predict the reactants needed to synthesize the given product.. This data is from Full USPTO retrosynthesis dataset with 1.9M reactions from patents (1976-2016). (1) Given the product [NH2:28][CH:25]1[CH2:24][CH2:23][N:22]([C:18]2[N:17]3[CH:36]=[C:14]([CH2:13][N:2]([CH3:1])[CH:3]4[C:12]5[N:11]=[CH:10][CH:9]=[CH:8][C:7]=5[CH2:6][CH2:5][CH2:4]4)[N:15]=[C:16]3[CH:21]=[CH:20][CH:19]=2)[CH2:27][CH2:26]1, predict the reactants needed to synthesize it. The reactants are: [CH3:1][N:2]([CH2:13][C:14]1[N:15]=[C:16]2[CH:21]=[CH:20][CH:19]=[C:18]([N:22]3[CH2:27][CH2:26][CH:25]([NH:28]C(=O)OC(C)(C)C)[CH2:24][CH2:23]3)[N:17]2[CH:36]=1)[CH:3]1[C:12]2[N:11]=[CH:10][CH:9]=[CH:8][C:7]=2[CH2:6][CH2:5][CH2:4]1.FC(F)(F)C(O)=O. (2) Given the product [Cl:1][C:2]1[CH:3]=[C:4]([O:21][C:23]2[CH:28]=[C:27]([S:29]([CH3:32])(=[O:30])=[O:31])[CH:26]=[C:25]([F:33])[CH:24]=2)[CH:5]=[CH:6][C:7]=1[N:8]1[C:12]2[CH:13]=[CH:14][CH:15]=[C:16]([C:17]([F:19])([F:20])[F:18])[C:11]=2[N:10]=[CH:9]1, predict the reactants needed to synthesize it. The reactants are: [Cl:1][C:2]1[CH:3]=[C:4]([OH:21])[CH:5]=[CH:6][C:7]=1[N:8]1[C:12]2[CH:13]=[CH:14][CH:15]=[C:16]([C:17]([F:20])([F:19])[F:18])[C:11]=2[N:10]=[CH:9]1.F[C:23]1[CH:28]=[C:27]([S:29]([CH3:32])(=[O:31])=[O:30])[CH:26]=[C:25]([F:33])[CH:24]=1. (3) The reactants are: [Cl:1][C:2]1[CH:3]=[C:4]([NH:8][CH2:9][C:10]2[C:19]3[C:14](=[C:15]([F:20])[CH:16]=[CH:17][CH:18]=3)[NH:13][C:12](=[O:21])[CH:11]=2)[CH:5]=[CH:6][CH:7]=1.[N:22]1[CH:27]=[CH:26][N:25]=[CH:24][C:23]=1[C:28](O)=[O:29]. Given the product [Cl:1][C:2]1[CH:3]=[C:4]([N:8]([CH2:9][C:10]2[C:19]3[C:14](=[C:15]([F:20])[CH:16]=[CH:17][CH:18]=3)[NH:13][C:12](=[O:21])[CH:11]=2)[C:28]([C:23]2[CH:24]=[N:25][CH:26]=[CH:27][N:22]=2)=[O:29])[CH:5]=[CH:6][CH:7]=1, predict the reactants needed to synthesize it. (4) Given the product [CH2:10]([C:9]([C:3]1[CH:4]=[C:5]([F:8])[CH:6]=[CH:7][C:2]=1[NH:1][CH2:18][CH2:17][C:16]([NH:21][C:22](=[O:28])[O:23][C:24]([CH3:27])([CH3:26])[CH3:25])([CH3:20])[CH3:15])([OH:14])[CH2:12][CH3:13])[CH3:11], predict the reactants needed to synthesize it. The reactants are: [NH2:1][C:2]1[CH:7]=[CH:6][C:5]([F:8])=[CH:4][C:3]=1[C:9]([OH:14])([CH2:12][CH3:13])[CH2:10][CH3:11].[CH3:15][C:16]([NH:21][C:22](=[O:28])[O:23][C:24]([CH3:27])([CH3:26])[CH3:25])([CH3:20])[CH2:17][CH:18]=O.